Dataset: Forward reaction prediction with 1.9M reactions from USPTO patents (1976-2016). Task: Predict the product of the given reaction. Given the reactants Cl[C:2]1S[C:5]([C:7]2[C:16]([O:17][C:18]3[C:27]4[C:22](=[CH:23][C:24]([O:30][CH3:31])=[C:25]([O:28][CH3:29])[CH:26]=4)[N:21]=[CH:20][CH:19]=3)=[CH:15][C:14]3[C:9](=[CH:10][CH:11]=[CH:12][CH:13]=3)[N:8]=2)=[CH:4][C:3]=1[CH3:32], predict the reaction product. The product is: [CH3:29][O:28][C:25]1[CH:26]=[C:27]2[C:22](=[CH:23][C:24]=1[O:30][CH3:31])[N:21]=[CH:20][CH:19]=[C:18]2[O:17][C:16]1[C:7]([CH2:5][CH2:4][CH:3]([CH3:32])[CH3:2])=[N:8][C:9]2[C:14]([CH:15]=1)=[CH:13][CH:12]=[CH:11][CH:10]=2.